From a dataset of Forward reaction prediction with 1.9M reactions from USPTO patents (1976-2016). Predict the product of the given reaction. Given the reactants O[CH2:2][C:3]1[CH:8]=[CH:7][C:6]([NH:9][C:10](=[O:52])[O:11][CH2:12][C:13]2[CH:18]=[CH:17][C:16]([NH:19][C:20](=[O:51])[C@@H:21]([NH:29][C:30](=[O:50])[C@@H:31]([NH:35][C:36](=[O:49])[CH2:37][CH2:38][CH2:39][CH2:40][CH2:41][N:42]3[C:46](=[O:47])[CH:45]=[CH:44][C:43]3=[O:48])[CH:32]([CH3:34])[CH3:33])[CH2:22][CH2:23][CH2:24][NH:25][C:26]([NH2:28])=[O:27])=[CH:15][CH:14]=2)=[CH:5][CH:4]=1.S(Cl)([Cl:55])=O, predict the reaction product. The product is: [Cl:55][CH2:2][C:3]1[CH:8]=[CH:7][C:6]([NH:9][C:10](=[O:52])[O:11][CH2:12][C:13]2[CH:18]=[CH:17][C:16]([NH:19][C:20](=[O:51])[C@@H:21]([NH:29][C:30](=[O:50])[C@@H:31]([NH:35][C:36](=[O:49])[CH2:37][CH2:38][CH2:39][CH2:40][CH2:41][N:42]3[C:46](=[O:47])[CH:45]=[CH:44][C:43]3=[O:48])[CH:32]([CH3:34])[CH3:33])[CH2:22][CH2:23][CH2:24][NH:25][C:26]([NH2:28])=[O:27])=[CH:15][CH:14]=2)=[CH:5][CH:4]=1.